Regression. Given a target protein amino acid sequence and a drug SMILES string, predict the binding affinity score between them. We predict pIC50 (pIC50 = -log10(IC50 in M); higher means more potent). Dataset: bindingdb_ic50. From a dataset of Drug-target binding data from BindingDB using IC50 measurements. The drug is CCc1ccc(OCc2n[nH]c(=S)n2C(C)CCCC(C)C)cc1. The target protein (P35639) has sequence MAAESLPFTLETVSSWELEAWYEDLQEVLSSDEIGGTYISSPGNEEEESKTFTTLDPASLAWLTEEPGPTEVTRTSQSPRSPDSSQSSMAQEEEEEEQGRTRKRKQSGQCPARPGKQRMKEKEQENERKVAQLAEENERLKQEIERLTREVETTRRALIDRMVSLHQA. The pIC50 is 5.4.